Dataset: Catalyst prediction with 721,799 reactions and 888 catalyst types from USPTO. Task: Predict which catalyst facilitates the given reaction. (1) Reactant: Br[CH2:2][CH:3]1[O:8][C:7]2[CH:9]=[C:10]([S:13]([CH3:16])(=[O:15])=[O:14])[CH:11]=[CH:12][C:6]=2[CH2:5][O:4]1.[CH3:17][NH2:18]. The catalyst class is: 14. Product: [CH3:17][NH:18][CH2:2][CH:3]1[O:8][C:7]2[CH:9]=[C:10]([S:13]([CH3:16])(=[O:15])=[O:14])[CH:11]=[CH:12][C:6]=2[CH2:5][O:4]1. (2) Reactant: Cl[C:2]1[S:3][C:4]([Cl:18])=[CH:5][C:6]=1[C:7]([NH:9][C:10]1[CH:15]=[CH:14][C:13]([CH3:16])=[CH:12][C:11]=1[OH:17])=[O:8].C(=O)([O-])[O-].[K+].[K+]. Product: [Cl:18][C:4]1[S:3][C:2]2[O:17][C:11]3[CH:12]=[C:13]([CH3:16])[CH:14]=[CH:15][C:10]=3[NH:9][C:7](=[O:8])[C:6]=2[CH:5]=1. The catalyst class is: 16.